Task: Predict the reactants needed to synthesize the given product.. Dataset: Full USPTO retrosynthesis dataset with 1.9M reactions from patents (1976-2016) (1) Given the product [CH2:11]([O:12][C:13](=[O:14])[C@H:15]([NH:16][C:21]([O:23][C:24]([CH3:27])([CH3:26])[CH3:25])=[O:22])[CH2:19][CH2:18][C:17]([C:5]1[CH:6]=[CH:7][C:2]([F:1])=[CH:3][CH:4]=1)=[O:20])[CH3:10], predict the reactants needed to synthesize it. The reactants are: [F:1][C:2]1[CH:7]=[CH:6][C:5]([Mg]Br)=[CH:4][CH:3]=1.[CH3:10][CH2:11][O:12][C:13]([C@H:15]1[CH2:19][CH2:18][C:17](=[O:20])[N:16]1[C:21]([O:23][C:24]([CH3:27])([CH3:26])[CH3:25])=[O:22])=[O:14].[Cl-].[NH4+]. (2) Given the product [F:5][C:6]1[CH:11]=[CH:10][C:9]([O:12][C:13]2[CH:18]=[CH:17][CH:16]=[CH:15][CH:14]=2)=[CH:8][C:7]=1[C:19]([Cl:3])=[O:21], predict the reactants needed to synthesize it. The reactants are: S(Cl)([Cl:3])=O.[F:5][C:6]1[CH:11]=[CH:10][C:9]([O:12][C:13]2[CH:18]=[CH:17][CH:16]=[CH:15][CH:14]=2)=[CH:8][C:7]=1[C:19]([OH:21])=O. (3) Given the product [Br:1][C:2]1[CH:10]=[C:9]([CH3:11])[CH:8]=[CH:7][C:3]=1[C:4]([O:6][CH3:16])=[O:5], predict the reactants needed to synthesize it. The reactants are: [Br:1][C:2]1[CH:10]=[C:9]([CH3:11])[CH:8]=[CH:7][C:3]=1[C:4]([OH:6])=[O:5].S(Cl)(Cl)=O.[CH3:16]O. (4) Given the product [Cl:16][C:10]1[CH:11]=[CH:12][CH:13]=[C:14]([Cl:15])[C:9]=1[C:4]1[C:3]([CH2:2][S:31][C:28]2[CH:29]=[CH:30][C:22]([O:21][CH2:20][C:19]([OH:32])=[O:18])=[C:23]3[C:27]=2[CH2:26][CH2:25][CH2:24]3)=[C:7]([CH3:8])[O:6][N:5]=1, predict the reactants needed to synthesize it. The reactants are: Br[CH2:2][C:3]1[C:4]([C:9]2[C:14]([Cl:15])=[CH:13][CH:12]=[CH:11][C:10]=2[Cl:16])=[N:5][O:6][C:7]=1[CH3:8].C[O:18][C:19](=[O:32])[CH2:20][O:21][C:22]1[CH:30]=[CH:29][C:28]([SH:31])=[C:27]2[C:23]=1[CH2:24][CH2:25][CH2:26]2.